Dataset: Full USPTO retrosynthesis dataset with 1.9M reactions from patents (1976-2016). Task: Predict the reactants needed to synthesize the given product. (1) Given the product [O:24]([C:2]1[CH:7]=[C:6]([O:8][CH2:9][C:10]#[CH:11])[N:5]=[CH:4][N:3]=1)[C:18]1[CH:23]=[CH:22][CH:21]=[CH:20][CH:19]=1, predict the reactants needed to synthesize it. The reactants are: Cl[C:2]1[CH:7]=[C:6]([O:8][CH2:9][C:10]#[CH:11])[N:5]=[CH:4][N:3]=1.C(=O)([O-])[O-].[K+].[K+].[C:18]1([OH:24])[CH:23]=[CH:22][CH:21]=[CH:20][CH:19]=1.[Cl-].[NH4+]. (2) Given the product [NH2:32][C:4]1[S:3][C:2]([C:42]2[C:43]([O:48][CH3:49])=[CH:44][CH:45]=[C:46]([F:47])[C:41]=2[F:40])=[N:6][C:5]=1[C:7]([NH:8][C:9]1[CH:10]=[N:11][N:12]([CH3:30])[C:13]=1[C@@H:14]1[CH2:20][CH2:19][C@@H:18]([NH2:21])[C@@H:17]([F:29])[CH2:16][O:15]1)=[O:31], predict the reactants needed to synthesize it. The reactants are: Br[C:2]1[S:3][C:4]([NH:32]C(=O)OC(C)(C)C)=[C:5]([C:7](=[O:31])[NH:8][C:9]2[CH:10]=[N:11][N:12]([CH3:30])[C:13]=2[C@@H:14]2[CH2:20][CH2:19][C@@H:18]([NH:21]C(OC(C)(C)C)=O)[C@@H:17]([F:29])[CH2:16][O:15]2)[N:6]=1.[F:40][C:41]1[C:46]([F:47])=[CH:45][CH:44]=[C:43]([O:48][CH3:49])[C:42]=1B(O)O.